From a dataset of NCI-60 drug combinations with 297,098 pairs across 59 cell lines. Regression. Given two drug SMILES strings and cell line genomic features, predict the synergy score measuring deviation from expected non-interaction effect. (1) Drug 1: C1=CC(=CC=C1C#N)C(C2=CC=C(C=C2)C#N)N3C=NC=N3. Drug 2: COCCOC1=C(C=C2C(=C1)C(=NC=N2)NC3=CC=CC(=C3)C#C)OCCOC.Cl. Cell line: UACC62. Synergy scores: CSS=1.40, Synergy_ZIP=-0.866, Synergy_Bliss=-0.829, Synergy_Loewe=-2.27, Synergy_HSA=-1.89. (2) Drug 1: CC(C1=C(C=CC(=C1Cl)F)Cl)OC2=C(N=CC(=C2)C3=CN(N=C3)C4CCNCC4)N. Drug 2: C1CN(P(=O)(OC1)NCCCl)CCCl. Cell line: NCI-H460. Synergy scores: CSS=2.13, Synergy_ZIP=1.52, Synergy_Bliss=7.34, Synergy_Loewe=3.45, Synergy_HSA=6.41. (3) Drug 1: CC1=C(C=C(C=C1)NC2=NC=CC(=N2)N(C)C3=CC4=NN(C(=C4C=C3)C)C)S(=O)(=O)N.Cl. Drug 2: CC(C1=C(C=CC(=C1Cl)F)Cl)OC2=C(N=CC(=C2)C3=CN(N=C3)C4CCNCC4)N. Cell line: EKVX. Synergy scores: CSS=5.61, Synergy_ZIP=-1.37, Synergy_Bliss=2.45, Synergy_Loewe=-3.35, Synergy_HSA=1.18. (4) Drug 1: C1=CC=C(C(=C1)C(C2=CC=C(C=C2)Cl)C(Cl)Cl)Cl. Drug 2: CCCCCOC(=O)NC1=NC(=O)N(C=C1F)C2C(C(C(O2)C)O)O. Cell line: HOP-62. Synergy scores: CSS=0.558, Synergy_ZIP=-1.17, Synergy_Bliss=-1.32, Synergy_Loewe=-1.30, Synergy_HSA=-0.787. (5) Drug 1: C1=CN(C(=O)N=C1N)C2C(C(C(O2)CO)O)O.Cl. Drug 2: CCN(CC)CCCC(C)NC1=C2C=C(C=CC2=NC3=C1C=CC(=C3)Cl)OC. Cell line: HCT-15. Synergy scores: CSS=44.1, Synergy_ZIP=6.04, Synergy_Bliss=5.90, Synergy_Loewe=-14.7, Synergy_HSA=6.27. (6) Drug 1: CC1=C(N=C(N=C1N)C(CC(=O)N)NCC(C(=O)N)N)C(=O)NC(C(C2=CN=CN2)OC3C(C(C(C(O3)CO)O)O)OC4C(C(C(C(O4)CO)O)OC(=O)N)O)C(=O)NC(C)C(C(C)C(=O)NC(C(C)O)C(=O)NCCC5=NC(=CS5)C6=NC(=CS6)C(=O)NCCC[S+](C)C)O. Drug 2: C1=CC=C(C(=C1)C(C2=CC=C(C=C2)Cl)C(Cl)Cl)Cl. Cell line: MOLT-4. Synergy scores: CSS=22.5, Synergy_ZIP=24.6, Synergy_Bliss=42.8, Synergy_Loewe=-37.3, Synergy_HSA=1.42. (7) Cell line: MCF7. Drug 2: CC1=C(C(CCC1)(C)C)C=CC(=CC=CC(=CC(=O)O)C)C. Drug 1: CCC1(CC2CC(C3=C(CCN(C2)C1)C4=CC=CC=C4N3)(C5=C(C=C6C(=C5)C78CCN9C7C(C=CC9)(C(C(C8N6C=O)(C(=O)OC)O)OC(=O)C)CC)OC)C(=O)OC)O.OS(=O)(=O)O. Synergy scores: CSS=35.9, Synergy_ZIP=-4.38, Synergy_Bliss=2.00, Synergy_Loewe=6.25, Synergy_HSA=6.34. (8) Drug 1: COC1=C(C=C2C(=C1)N=CN=C2NC3=CC(=C(C=C3)F)Cl)OCCCN4CCOCC4. Drug 2: C1CN(CCN1C(=O)CCBr)C(=O)CCBr. Cell line: SN12C. Synergy scores: CSS=36.3, Synergy_ZIP=4.17, Synergy_Bliss=4.96, Synergy_Loewe=0.293, Synergy_HSA=6.85. (9) Drug 1: CNC(=O)C1=NC=CC(=C1)OC2=CC=C(C=C2)NC(=O)NC3=CC(=C(C=C3)Cl)C(F)(F)F. Drug 2: C1CC(=O)NC(=O)C1N2C(=O)C3=CC=CC=C3C2=O. Cell line: SNB-19. Synergy scores: CSS=-3.27, Synergy_ZIP=1.86, Synergy_Bliss=1.59, Synergy_Loewe=0.403, Synergy_HSA=-1.32.